Dataset: Full USPTO retrosynthesis dataset with 1.9M reactions from patents (1976-2016). Task: Predict the reactants needed to synthesize the given product. (1) Given the product [NH2:7][C:8]1[CH:9]=[C:10]([CH:11]=[CH:12][CH:13]=1)[C:14]([NH:15][C:16]1[CH:25]=[CH:24][C:23]2[C:18](=[CH:19][CH:20]=[CH:21][CH:22]=2)[N:17]=1)=[O:26], predict the reactants needed to synthesize it. The reactants are: C(OC(=O)[NH:7][C:8]1[CH:13]=[CH:12][CH:11]=[C:10]([C:14](=[O:26])[NH:15][C:16]2[CH:25]=[CH:24][C:23]3[C:18](=[CH:19][CH:20]=[CH:21][CH:22]=3)[N:17]=2)[CH:9]=1)(C)(C)C. (2) Given the product [N:1]1[CH:6]=[CH:5][C:4]([C:7]2[CH:8]=[C:9]([CH:24]=[CH:25][CH:26]=2)[CH2:10][CH:11]2[CH2:16][CH2:15][N:14]([C:17]([O:19][C:20]([CH3:21])([CH3:22])[CH3:23])=[O:18])[CH2:13][CH2:12]2)=[CH:3][CH:2]=1, predict the reactants needed to synthesize it. The reactants are: [N:1]1[CH:6]=[CH:5][C:4]([C:7]2[CH:8]=[C:9]([CH:24]=[CH:25][CH:26]=2)[CH:10]=[C:11]2[CH2:16][CH2:15][N:14]([C:17]([O:19][C:20]([CH3:23])([CH3:22])[CH3:21])=[O:18])[CH2:13][CH2:12]2)=[CH:3][CH:2]=1.